Dataset: Reaction yield outcomes from USPTO patents with 853,638 reactions. Task: Predict the reaction yield, written as a fraction of the theoretical maximum amount of product (1.0 means a 100% yield; for example, 0.34 means a 34% yield). The reactants are Br[C:2]1[CH:3]=[CH:4][C:5]2[C:11]3[S:12][C:13]([C:15]([N:17]([C:19]4[CH:24]=[C:23]([C:25](=[O:31])[NH:26][CH2:27][C@@H:28]([OH:30])[CH3:29])[CH:22]=[CH:21][C:20]=4[Cl:32])[CH3:18])=[O:16])=[CH:14][C:10]=3[CH2:9][CH2:8][O:7][C:6]=2[CH:33]=1.CC1(C)C2[C:56](=C(P(C3C=CC=CC=3)C3C=CC=CC=3)C=CC=2)[O:55]C2C(P(C3C=CC=CC=3)C3C=CC=CC=3)=CC=CC1=2.[CH3:76][NH2:77].Cl.C([O-])([O-])=O.[Na+].[Na+]. The catalyst is C1(C)C=CC=CC=1.CN(C=O)C.CC([O-])=O.CC([O-])=O.[Pd+2]. The product is [Cl:32][C:20]1[CH:21]=[CH:22][C:23]([C:25](=[O:31])[NH:26][CH2:27][C@@H:28]([OH:30])[CH3:29])=[CH:24][C:19]=1[N:17]([CH3:18])[C:15]([C:13]1[S:12][C:11]2[C:5]3[CH:4]=[CH:3][C:2]([C:56]([NH:77][CH3:76])=[O:55])=[CH:33][C:6]=3[O:7][CH2:8][CH2:9][C:10]=2[CH:14]=1)=[O:16]. The yield is 0.300.